Dataset: Full USPTO retrosynthesis dataset with 1.9M reactions from patents (1976-2016). Task: Predict the reactants needed to synthesize the given product. (1) The reactants are: Cl[C:2]1[CH:7]=[C:6]([C:8]2[CH:13]=[CH:12][N:11]=[CH:10][C:9]=2[Cl:14])[CH:5]=[CH:4][N:3]=1.[NH:15]1[CH2:20][CH2:19][S:18][CH2:17][CH2:16]1.C([O-])([O-])=O.[K+].[K+]. Given the product [Cl:14][C:9]1[CH:10]=[N:11][CH:12]=[CH:13][C:8]=1[C:6]1[CH:5]=[CH:4][N:3]=[C:2]([N:15]2[CH2:20][CH2:19][S:18][CH2:17][CH2:16]2)[CH:7]=1, predict the reactants needed to synthesize it. (2) Given the product [CH3:29][S:30]([O:20][CH2:19][CH2:18][CH2:17][C:14]1[CH:15]=[CH:16][C:11]([C:8]2[CH:9]=[CH:10][C:5]([CH2:4][CH2:3][CH2:2][O:1][S:30]([CH3:29])(=[O:32])=[O:31])=[C:6]([C:25]([F:26])([F:27])[F:28])[CH:7]=2)=[CH:12][C:13]=1[C:21]([F:22])([F:23])[F:24])(=[O:32])=[O:31], predict the reactants needed to synthesize it. The reactants are: [OH:1][CH2:2][CH2:3][CH2:4][C:5]1[CH:10]=[CH:9][C:8]([C:11]2[CH:16]=[CH:15][C:14]([CH2:17][CH2:18][CH2:19][OH:20])=[C:13]([C:21]([F:24])([F:23])[F:22])[CH:12]=2)=[CH:7][C:6]=1[C:25]([F:28])([F:27])[F:26].[CH3:29][S:30](Cl)(=[O:32])=[O:31]. (3) Given the product [NH:11]1[C:15]2[CH:16]=[CH:17][CH:18]=[CH:19][C:14]=2[N:13]=[C:12]1[C@H:8]([NH:9][C:10]([NH:33][C@@H:31]([C:27]1[CH:28]=[CH:29][CH:30]=[C:25]([O:24][CH3:23])[CH:26]=1)[CH3:32])=[O:20])[CH2:7][C:6]1[CH:5]=[CH:4][C:3]([O:2][CH3:1])=[CH:22][CH:21]=1, predict the reactants needed to synthesize it. The reactants are: [CH3:1][O:2][C:3]1[CH:22]=[CH:21][C:6]([CH2:7][C@@H:8]2[C:12]3=[N:13][C:14]4[CH:19]=[CH:18][CH:17]=[CH:16][C:15]=4[N:11]3[C:10](=[O:20])[NH:9]2)=[CH:5][CH:4]=1.[CH3:23][O:24][C:25]1[CH:26]=[C:27]([C@H:31]([NH2:33])[CH3:32])[CH:28]=[CH:29][CH:30]=1.C(O)(C(F)(F)F)=O.